From a dataset of Peptide-MHC class I binding affinity with 185,985 pairs from IEDB/IMGT. Regression. Given a peptide amino acid sequence and an MHC pseudo amino acid sequence, predict their binding affinity value. This is MHC class I binding data. (1) The binding affinity (normalized) is 0.686. The MHC is HLA-A02:03 with pseudo-sequence HLA-A02:03. The peptide sequence is GLTTHCTKL. (2) The binding affinity (normalized) is 0.100. The peptide sequence is QVPLRPMTFK. The MHC is HLA-A26:01 with pseudo-sequence HLA-A26:01.